From a dataset of Forward reaction prediction with 1.9M reactions from USPTO patents (1976-2016). Predict the product of the given reaction. (1) Given the reactants [CH3:1][C:2]1[N:3]=[C:4]2[CH:9]=[CH:8][C:7]([C:10]([N:12]3[CH2:17][CH2:16][NH:15][CH2:14][CH2:13]3)=[O:11])=[CH:6][N:5]2[C:18]=1[C:19]1[CH:24]=[CH:23][CH:22]=[CH:21][CH:20]=1.[CH:25]1([C:31](Cl)=[O:32])[CH2:30][CH2:29][CH2:28][CH2:27][CH2:26]1, predict the reaction product. The product is: [CH:25]1([C:31]([N:15]2[CH2:14][CH2:13][N:12]([C:10]([C:7]3[CH:8]=[CH:9][C:4]4[N:5]([C:18]([C:19]5[CH:24]=[CH:23][CH:22]=[CH:21][CH:20]=5)=[C:2]([CH3:1])[N:3]=4)[CH:6]=3)=[O:11])[CH2:17][CH2:16]2)=[O:32])[CH2:30][CH2:29][CH2:28][CH2:27][CH2:26]1. (2) Given the reactants Br[C:2]1[CH:3]=[C:4]2[C:8](=[CH:9][CH:10]=1)[N:7]([CH2:11][C:12]1[CH:17]=[CH:16][C:15]([CH3:18])=[CH:14][CH:13]=1)[C:6]([C:19]([O:21][CH2:22][CH3:23])=[O:20])=[CH:5]2.[F:24][C:25]([F:37])([F:36])[O:26][C:27]1[CH:32]=[CH:31][C:30](B(O)O)=[CH:29][CH:28]=1, predict the reaction product. The product is: [CH3:18][C:15]1[CH:16]=[CH:17][C:12]([CH2:11][N:7]2[C:8]3[C:4](=[CH:3][C:2]([C:30]4[CH:29]=[CH:28][C:27]([O:26][C:25]([F:24])([F:36])[F:37])=[CH:32][CH:31]=4)=[CH:10][CH:9]=3)[CH:5]=[C:6]2[C:19]([O:21][CH2:22][CH3:23])=[O:20])=[CH:13][CH:14]=1. (3) Given the reactants Cl[C:2]1[N:7]=[C:6]([C:8]2[S:12][C:11]([CH:13]([CH3:15])[CH3:14])=[N:10][C:9]=2[C:16]2[CH:17]=[CH:18][C:19]([F:34])=[C:20]([NH:22][S:23]([C:26]3[C:31]([F:32])=[CH:30][CH:29]=[CH:28][C:27]=3[F:33])(=[O:25])=[O:24])[CH:21]=2)[CH:5]=[CH:4][N:3]=1.[NH2:35][CH2:36][CH2:37][CH2:38][N:39]1[CH2:43][CH2:42][CH2:41][C:40]1=[O:44], predict the reaction product. The product is: [F:33][C:27]1[CH:28]=[CH:29][CH:30]=[C:31]([F:32])[C:26]=1[S:23]([NH:22][C:20]1[CH:21]=[C:16]([C:9]2[N:10]=[C:11]([CH:13]([CH3:15])[CH3:14])[S:12][C:8]=2[C:6]2[CH:5]=[CH:4][N:3]=[C:2]([NH:35][CH2:36][CH2:37][CH2:38][N:39]3[CH2:43][CH2:42][CH2:41][C:40]3=[O:44])[N:7]=2)[CH:17]=[CH:18][C:19]=1[F:34])(=[O:25])=[O:24].